From a dataset of Catalyst prediction with 721,799 reactions and 888 catalyst types from USPTO. Predict which catalyst facilitates the given reaction. (1) Reactant: [CH2:1]([C:4]1[C:12]([N:13]([C@H:16]2[CH2:21][CH2:20][C@H:19]([NH:22][C:23]([O:25][C:26]([CH3:29])([CH3:28])[CH3:27])=[O:24])[CH2:18][CH2:17]2)[CH2:14][CH3:15])=[CH:11][CH:10]=[CH:9][C:5]=1[C:6]([OH:8])=O)[CH:2]=[CH2:3].[CH2:30]([C:34]1[CH:39]=[C:38]([CH3:40])[N:37]=[C:36]([O:41][CH3:42])[C:35]=1[CH2:43][NH2:44])[CH2:31][CH:32]=[CH2:33].C1C=NC2N(O)N=NC=2C=1.C(Cl)CCl.CN1CCOCC1. Product: [C:26]([O:25][C:23](=[O:24])[NH:22][C@H:19]1[CH2:18][CH2:17][C@H:16]([N:13]([C:12]2[CH:11]=[CH:10][CH:9]=[C:5]([C:6](=[O:8])[NH:44][CH2:43][C:35]3[C:36]([O:41][CH3:42])=[N:37][C:38]([CH3:40])=[CH:39][C:34]=3[CH2:30][CH2:31][CH:32]=[CH2:33])[C:4]=2[CH2:1][CH:2]=[CH2:3])[CH2:14][CH3:15])[CH2:21][CH2:20]1)([CH3:29])([CH3:27])[CH3:28]. The catalyst class is: 6. (2) Reactant: [F:1][C:2]([F:9])([F:8])[CH2:3][O:4][CH2:5][CH2:6][OH:7].[H-].[Na+].ClC(OC1C=CC([N+]([O-])=O)=CC=1)=O.[CH:25]([CH:28]1[C:33]2[N:34]=[CH:35][NH:36][C:32]=2[CH2:31][CH2:30][N:29]1[C:37](OCC1SC=CN=1)=[O:38])([CH3:27])[CH3:26]. Product: [CH:25]([CH:28]1[C:33]2[N:34]=[CH:35][NH:36][C:32]=2[CH2:31][CH2:30][N:29]1[C:37]([O:7][CH2:6][CH2:5][O:4][CH2:3][C:2]([F:9])([F:8])[F:1])=[O:38])([CH3:27])[CH3:26]. The catalyst class is: 1. (3) Reactant: [CH3:1][O:2][C:3]1[CH:9]=[CH:8][C:7]([N+:10]([O-:12])=[O:11])=[CH:6][C:4]=1[NH2:5].[CH3:13][C:14]([O:17][C:18](O[C:18]([O:17][C:14]([CH3:16])([CH3:15])[CH3:13])=[O:19])=[O:19])([CH3:16])[CH3:15]. Product: [CH3:1][O:2][C:3]1[CH:9]=[CH:8][C:7]([N+:10]([O-:12])=[O:11])=[CH:6][C:4]=1[NH:5][C:18](=[O:19])[O:17][C:14]([CH3:16])([CH3:15])[CH3:13]. The catalyst class is: 14. (4) Reactant: [Cl:1][C:2]1[CH:7]=[CH:6][C:5]([CH2:8]Cl)=[CH:4][N:3]=1.C[CH:11]([NH2:15])[CH2:12][O:13][CH3:14].[C:16](=O)([O-])[O-].[K+].[K+]. Product: [Cl:1][C:2]1[N:3]=[CH:4][C:5]([CH2:8][N:15]([CH2:11][CH2:12][O:13][CH3:14])[CH3:16])=[CH:6][CH:7]=1. The catalyst class is: 10. (5) Reactant: [C:1]([C:5]1[CH:6]=[C:7]([N:49]([CH3:54])[S:50]([CH3:53])(=[O:52])=[O:51])[C:8]([O:47][CH3:48])=[C:9]([NH:11][C:12](=[O:46])[NH:13][C:14]2[C:23]3[C:18](=[CH:19][CH:20]=[CH:21][CH:22]=3)[C:17]([O:24][C:25]3[CH:30]=[CH:29][N:28]=[C:27]([NH:31][C:32]4[CH:37]=[CH:36][C:35]([P:38]([CH3:43])(=[O:42])[O:39]CC)=[C:34]([O:44][CH3:45])[CH:33]=4)[CH:26]=3)=[CH:16][CH:15]=2)[CH:10]=1)([CH3:4])([CH3:3])[CH3:2].[OH-].[Na+].C(O)(=O)C. Product: [C:1]([C:5]1[CH:6]=[C:7]([N:49]([CH3:54])[S:50]([CH3:53])(=[O:52])=[O:51])[C:8]([O:47][CH3:48])=[C:9]([NH:11][C:12]([NH:13][C:14]2[C:23]3[C:18](=[CH:19][CH:20]=[CH:21][CH:22]=3)[C:17]([O:24][C:25]3[CH:30]=[CH:29][N:28]=[C:27]([NH:31][C:32]4[CH:37]=[CH:36][C:35]([P:38]([CH3:43])(=[O:39])[OH:42])=[C:34]([O:44][CH3:45])[CH:33]=4)[CH:26]=3)=[CH:16][CH:15]=2)=[O:46])[CH:10]=1)([CH3:4])([CH3:2])[CH3:3]. The catalyst class is: 38. (6) The catalyst class is: 15. Product: [ClH:23].[NH2:9][C:10]1[C:19]2[C:14](=[CH:15][C:16]([C:20]([OH:22])=[O:21])=[CH:17][CH:18]=2)[CH:13]=[CH:12][N:11]=1. Reactant: C([NH:9][C:10]1[C:19]2[C:14](=[CH:15][C:16]([C:20]([OH:22])=[O:21])=[CH:17][CH:18]=2)[CH:13]=[CH:12][N:11]=1)(=O)C1C=CC=CC=1.[ClH:23].